Task: Predict the reactants needed to synthesize the given product.. Dataset: Full USPTO retrosynthesis dataset with 1.9M reactions from patents (1976-2016) (1) Given the product [CH:4]([C:3]1[C:2]([O:1][CH2:16][CH2:17][CH2:18][CH2:19][C:20]([O:22][CH2:23][CH3:24])=[O:21])=[C:9]([CH3:10])[C:8]([O:11][CH2:12][CH2:13][CH3:14])=[CH:7][CH:6]=1)=[O:5], predict the reactants needed to synthesize it. The reactants are: [OH:1][C:2]1[C:9]([CH3:10])=[C:8]([O:11][CH2:12][CH2:13][CH3:14])[CH:7]=[CH:6][C:3]=1[CH:4]=[O:5].Br[CH2:16][CH2:17][CH2:18][CH2:19][C:20]([O:22][CH2:23][CH3:24])=[O:21]. (2) Given the product [Br:9][C:10]1[CH:11]=[C:12]2[C:17](=[CH:18][CH:19]=1)[CH:16]=[C:15]([C:50]1[CH:49]=[CH:48][C:47]3[C:52](=[CH:53][CH:54]=[C:45]([C:36]4[CH:37]=[CH:38][C:39]5[C:44](=[CH:43][CH:42]=[CH:41][CH:40]=5)[CH:35]=4)[CH:46]=3)[CH:51]=1)[CH:14]=[CH:13]2, predict the reactants needed to synthesize it. The reactants are: C1C(=O)N(Br)C(=O)C1.[Br:9][C:10]1[CH:19]=[CH:18][C:17]2[C:12](=[CH:13][CH:14]=[CH:15][CH:16]=2)[CH:11]=1.N#N.BrC1C=CC2C(=CC=C(Br)C=2)C=1.[Mg].[CH:35]1[C:44]2[C:39](=[CH:40][CH:41]=[CH:42][CH:43]=2)[CH:38]=[CH:37][C:36]=1[C:45]1[CH:54]=[CH:53][C:52]2[C:47](=[CH:48][CH:49]=[C:50](C3C=CC4C(=CC=CC=4)C=3)[CH:51]=2)[CH:46]=1.